From a dataset of Reaction yield outcomes from USPTO patents with 853,638 reactions. Predict the reaction yield, written as a fraction of the theoretical maximum amount of product (1.0 means a 100% yield; for example, 0.34 means a 34% yield). The reactants are I[C:2]1[C:10]2[C:5](=[CH:6][CH:7]=[C:8]([NH:11][C:12](=[O:24])[CH:13]([N:19]3[CH2:23][CH2:22][CH2:21][CH2:20]3)[C:14]3[CH:18]=[CH:17][S:16][CH:15]=3)[CH:9]=2)[NH:4][N:3]=1.[CH3:25][N:26]1[CH2:31][CH2:30][N:29]([C:32]2[CH:37]=[CH:36][C:35](B3OC(C)(C)C(C)(C)O3)=[CH:34][CH:33]=2)[C:28](=[O:47])[CH2:27]1.C([O-])([O-])=O.[Na+].[Na+].C1(C)C=CC=CC=1. The catalyst is C1C=CC([P]([Pd]([P](C2C=CC=CC=2)(C2C=CC=CC=2)C2C=CC=CC=2)([P](C2C=CC=CC=2)(C2C=CC=CC=2)C2C=CC=CC=2)[P](C2C=CC=CC=2)(C2C=CC=CC=2)C2C=CC=CC=2)(C2C=CC=CC=2)C2C=CC=CC=2)=CC=1.O.CCO. The product is [CH3:25][N:26]1[CH2:31][CH2:30][N:29]([C:32]2[CH:37]=[CH:36][C:35]([C:2]3[C:10]4[C:5](=[CH:6][CH:7]=[C:8]([NH:11][C:12](=[O:24])[CH:13]([N:19]5[CH2:23][CH2:22][CH2:21][CH2:20]5)[C:14]5[CH:18]=[CH:17][S:16][CH:15]=5)[CH:9]=4)[NH:4][N:3]=3)=[CH:34][CH:33]=2)[C:28](=[O:47])[CH2:27]1. The yield is 0.330.